Predict which catalyst facilitates the given reaction. From a dataset of Catalyst prediction with 721,799 reactions and 888 catalyst types from USPTO. (1) Reactant: Br.[NH2:2][C:3]1[C:4]([OH:17])=[C:5]([C:9]2[S:13][C:12]([C:14]([OH:16])=[O:15])=[CH:11][CH:10]=2)[CH:6]=[CH:7][CH:8]=1.[N:18]([O-])=O.[Na+].[CH3:22][C:23]1[CH2:24][C:25](=[O:41])[N:26]([C:28]2[CH:29]=[C:30]3[C:34](=[CH:35][CH:36]=2)[C:33]([CH3:38])([CH3:37])[CH2:32][C:31]3([CH3:40])[CH3:39])[N:27]=1.C(=O)(O)[O-].[Na+]. Product: [OH:17][C:4]1[C:3]([NH:2][N:18]=[C:24]2[C:25](=[O:41])[N:26]([C:28]3[CH:29]=[C:30]4[C:34](=[CH:35][CH:36]=3)[C:33]([CH3:38])([CH3:37])[CH2:32][C:31]4([CH3:40])[CH3:39])[N:27]=[C:23]2[CH3:22])=[CH:8][CH:7]=[CH:6][C:5]=1[C:9]1[S:13][C:12]([C:14]([OH:16])=[O:15])=[CH:11][CH:10]=1. The catalyst class is: 33. (2) Reactant: [Cl:1][C:2]1[CH:7]=[CH:6][C:5]([CH2:8][CH:9]([NH:12][CH:13]=O)[CH2:10][CH3:11])=[CH:4][C:3]=1[O:15][CH2:16][CH3:17].O=P(Cl)(Cl)Cl. Product: [Cl:1][C:2]1[CH:7]=[C:6]2[C:5]([CH2:8][CH:9]([CH2:10][CH3:11])[N:12]=[CH:13]2)=[CH:4][C:3]=1[O:15][CH2:16][CH3:17]. The catalyst class is: 10.